Dataset: Peptide-MHC class I binding affinity with 185,985 pairs from IEDB/IMGT. Task: Regression. Given a peptide amino acid sequence and an MHC pseudo amino acid sequence, predict their binding affinity value. This is MHC class I binding data. (1) The peptide sequence is RADSMMLGY. The MHC is HLA-A31:01 with pseudo-sequence HLA-A31:01. The binding affinity (normalized) is 0.0847. (2) The peptide sequence is IASDRTDLEH. The MHC is HLA-B27:05 with pseudo-sequence HLA-B27:05. The binding affinity (normalized) is 0.288.